From a dataset of Forward reaction prediction with 1.9M reactions from USPTO patents (1976-2016). Predict the product of the given reaction. (1) Given the reactants [C:1]([O:5][C:6]([N:8]1[CH2:13][C@@H:12]([N:14]([C:19]([C:21]2[C:22]([NH:31][CH2:32][C:33]3[O:34][CH:35]=[CH:36][CH:37]=3)=[N:23][C:24]([C:27]([CH3:30])([CH3:29])[CH3:28])=[N:25][CH:26]=2)=[O:20])[CH2:15][CH:16]([CH3:18])[CH3:17])[CH2:11][C@@H:10]([C:38](O)=[O:39])[CH2:9]1)=[O:7])([CH3:4])([CH3:3])[CH3:2].[CH3:41][C:42]1NN=[N:44][N:43]=1.C1CCC(N=C=NC2CCCCC2)CC1, predict the reaction product. The product is: [C:27]([C:24]1[N:23]=[C:22]([NH:31][CH2:32][C:33]2[O:34][CH:35]=[CH:36][CH:37]=2)[C:21]([C:19]([N:14]([CH2:15][CH:16]([CH3:17])[CH3:18])[C@H:12]2[CH2:11][C@@H:10]([C:38]3[O:39][C:42]([CH3:41])=[N:43][N:44]=3)[CH2:9][N:8]([C:6]([O:5][C:1]([CH3:3])([CH3:4])[CH3:2])=[O:7])[CH2:13]2)=[O:20])=[CH:26][N:25]=1)([CH3:29])([CH3:30])[CH3:28]. (2) Given the reactants [F:1][C:2]1[CH:9]=[CH:8][CH:7]=[CH:6][C:3]=1[CH2:4]Br.[CH:10]1([CH2:16][N:17]2[CH2:23][CH2:22][CH2:21][C:20]3[CH:24]=[C:25]([OH:28])[CH:26]=[CH:27][C:19]=3[C:18]2=[O:29])[CH2:15][CH2:14][CH2:13][CH2:12][CH2:11]1.C(=O)([O-])[O-].[Cs+].[Cs+], predict the reaction product. The product is: [CH:10]1([CH2:16][N:17]2[CH2:23][CH2:22][CH2:21][C:20]3[CH:24]=[C:25]([O:28][CH2:4][C:3]4[CH:6]=[CH:7][CH:8]=[CH:9][C:2]=4[F:1])[CH:26]=[CH:27][C:19]=3[C:18]2=[O:29])[CH2:15][CH2:14][CH2:13][CH2:12][CH2:11]1. (3) Given the reactants [Cl:1][C:2]1[C:3](=[O:13])[N:4]([CH2:9][CH2:10][O:11][CH3:12])[N:5]=[CH:6][C:7]=1Cl.[CH3:14][O-:15].[Na+], predict the reaction product. The product is: [Cl:1][C:2]1[C:3](=[O:13])[N:4]([CH2:9][CH2:10][O:11][CH3:12])[N:5]=[CH:6][C:7]=1[O:15][CH3:14]. (4) Given the reactants [C:1](/[C:3](/[C:27]1[CH:32]=[CH:31][C:30]([O:33][CH3:34])=[C:29]([O:35][CH3:36])[CH:28]=1)=[CH:4]\[C:5]1[S:9][C:8]([N:10]2[CH2:15][CH2:14][CH:13]([O:16][C:17](=[O:26])[CH2:18][N:19]3[CH2:24][CH2:23]C(O)C[CH2:20]3)[CH2:12][CH2:11]2)=[CH:7][CH:6]=1)#[N:2].N1CCC1, predict the reaction product. The product is: [C:1](/[C:3](/[C:27]1[CH:32]=[CH:31][C:30]([O:33][CH3:34])=[C:29]([O:35][CH3:36])[CH:28]=1)=[CH:4]\[C:5]1[S:9][C:8]([N:10]2[CH2:15][CH2:14][CH:13]([O:16][C:17](=[O:26])[CH2:18][N:19]3[CH2:20][CH2:23][CH2:24]3)[CH2:12][CH2:11]2)=[CH:7][CH:6]=1)#[N:2].